From a dataset of Reaction yield outcomes from USPTO patents with 853,638 reactions. Predict the reaction yield, written as a fraction of the theoretical maximum amount of product (1.0 means a 100% yield; for example, 0.34 means a 34% yield). (1) The reactants are Br[C:2]1[CH:3]=[N:4][N:5]([CH3:7])[CH:6]=1.[Li]CCCC.[Cl:13][C:14]1[CH:21]=[CH:20][C:17]([C:18]#[N:19])=[C:16]([CH3:22])[CH:15]=1.[BH4-].[Na+]. The catalyst is C1COCC1.CO. The product is [Cl:13][C:14]1[CH:21]=[CH:20][C:17]([CH:18]([C:2]2[CH:3]=[N:4][N:5]([CH3:7])[CH:6]=2)[NH2:19])=[C:16]([CH3:22])[CH:15]=1. The yield is 0.100. (2) The reactants are C([O-])(C(F)(F)F)=O.[CH2:8]([O:10][P:11]([C:16](=[C:25]1[CH:30]=[CH:29][C:28]([NH:31]C(=O)C(F)(F)F)=[CH:27][CH2:26]1)[P:17]([O:22][CH2:23][CH3:24])([O:19][CH2:20][CH3:21])=[O:18])([O:13][CH2:14][CH3:15])=[O:12])[CH3:9]. The catalyst is [OH-].[Na+]. The product is [CH2:20]([O:19][P:17]([C:16]([P:11]([O:13][CH2:14][CH3:15])([O:10][CH2:8][CH3:9])=[O:12])=[C:25]1[CH:26]=[CH:27][C:28]([NH2:31])=[CH:29][CH2:30]1)([O:22][CH2:23][CH3:24])=[O:18])[CH3:21]. The yield is 0.970. (3) The reactants are [H-].[Na+].[CH3:3][C:4]1[N:8]2[C:9]3[CH:15]=[C:14]([CH3:16])[NH:13][C:10]=3[CH:11]=[CH:12][C:7]2=[N:6][N:5]=1.[CH3:17][O:18][C:19]1[CH:26]=[CH:25][C:22]([CH2:23]Cl)=[CH:21][CH:20]=1. The catalyst is CN(C=O)C. The product is [CH3:17][O:18][C:19]1[CH:26]=[CH:25][C:22]([CH2:23][N:13]2[C:10]3[CH:11]=[CH:12][C:7]4[N:8]([C:4]([CH3:3])=[N:5][N:6]=4)[C:9]=3[CH:15]=[C:14]2[CH3:16])=[CH:21][CH:20]=1. The yield is 0.600. (4) The reactants are [CH2:1]([CH:3]1[CH2:8][CH2:7][CH2:6][CH2:5][C:4]1=O)[CH3:2].C([O-])(=O)C.[Na+].Cl.[NH2:16][OH:17]. The catalyst is O.C(O)C. The product is [CH2:1]([CH:3]1[CH2:8][CH2:7][CH2:6][CH2:5][C:4]1=[N:16][OH:17])[CH3:2]. The yield is 0.520. (5) The catalyst is O1CCOCC1.CS(C)=O. The reactants are [CH:1]1([C:4]2[C:9]([O:10][CH3:11])=[CH:8][CH:7]=[CH:6][C:5]=2[OH:12])[CH2:3][CH2:2]1.CC(C)([O-])C.[K+].[Cl:19][C:20]1[N:21]=[N:22][C:23]([Cl:28])=[CH:24][C:25]=1[O:26][CH3:27]. The yield is 0.308. The product is [Cl:28][C:23]1[N:22]=[N:21][C:20]([O:12][C:5]2[CH:6]=[CH:7][CH:8]=[C:9]([O:10][CH3:11])[C:4]=2[CH:1]2[CH2:2][CH2:3]2)=[C:25]([O:26][CH3:27])[CH:24]=1.[Cl:19][C:20]1[N:21]=[N:22][C:23]([O:12][C:5]2[CH:6]=[CH:7][CH:8]=[C:9]([O:10][CH3:11])[C:4]=2[CH:1]2[CH2:2][CH2:3]2)=[CH:24][C:25]=1[O:26][CH3:27]. (6) The reactants are [Br:1][C:2]1[CH:3]=[C:4]([NH2:9])[C:5]([NH2:8])=[CH:6][CH:7]=1.COCCOC.CO.[CH3:18][O:19][C:20]([NH:22][C:23](=NC(OC)=O)SC)=[O:21]. The catalyst is C(OCC)C. The product is [Br:1][C:2]1[CH:7]=[CH:6][C:5]2[N:8]=[C:23]([NH:22][C:20](=[O:21])[O:19][CH3:18])[NH:9][C:4]=2[CH:3]=1. The yield is 0.770. (7) The reactants are [C:1]([O:7][C:8]1[CH:13]=[CH:12][CH:11]=[C:10]([N+:14]([O-])=O)[CH:9]=1)(=[O:6])[C:2]([CH3:5])([CH3:4])[CH3:3]. The catalyst is [Pd].C(Cl)Cl. The product is [C:1]([O:7][C:8]1[CH:13]=[CH:12][CH:11]=[C:10]([NH2:14])[CH:9]=1)(=[O:6])[C:2]([CH3:5])([CH3:4])[CH3:3]. The yield is 0.960. (8) The reactants are [Cl:1][C:2]1[CH:3]=[C:4]([C:8]2[O:12][N:11]=[C:10]([CH:13]([OH:15])[CH3:14])[CH:9]=2)[CH:5]=[CH:6][CH:7]=1.[C:16](OC=C)(=[O:18])[CH3:17]. The catalyst is C1(C)C=CC=CC=1. The product is [C:16]([O:15][C@@H:13]([C:10]1[CH:9]=[C:8]([C:4]2[CH:5]=[CH:6][CH:7]=[C:2]([Cl:1])[CH:3]=2)[O:12][N:11]=1)[CH3:14])(=[O:18])[CH3:17]. The yield is 0.470. (9) The product is [CH3:25][S:24][CH2:23][N:20]1[C:21](=[O:22])[N:16]2[CH:15]=[N:14][C:13]([C:11]3[O:12][C:1]([C:2]4[CH:7]=[CH:6][CH:5]=[CH:4][CH:3]=4)=[N:9][N:10]=3)=[C:17]2[N:18]=[N:19]1. The catalyst is C1COCC1. The yield is 0.710. The reactants are [C:1]([NH:9][NH:10][C:11]([C:13]1[N:14]=[CH:15][N:16]2[C:21](=[O:22])[N:20]([CH2:23][S:24][CH3:25])[N:19]=[N:18][C:17]=12)=[O:12])(=O)[C:2]1[CH:7]=[CH:6][CH:5]=[CH:4][CH:3]=1.COC(=NS([N+](CC)(CC)CC)(=O)=O)[O-].